This data is from Catalyst prediction with 721,799 reactions and 888 catalyst types from USPTO. The task is: Predict which catalyst facilitates the given reaction. (1) Reactant: [Br:1][C:2]1[CH:7]=[CH:6][C:5]([NH:8][C:9]2[N:10]([CH3:20])[C:11](=[O:19])[CH:12]=[CH:13][C:14]=2[C:15]([O:17]C)=O)=[C:4]([F:21])[CH:3]=1.[Si:22]([O:29][C@@H:30]([CH3:34])[CH2:31][O:32][NH2:33])([C:25]([CH3:28])([CH3:27])[CH3:26])([CH3:24])[CH3:23].C[Si]([N-][Si](C)(C)C)(C)C.[Li+]. Product: [Br:1][C:2]1[CH:7]=[CH:6][C:5]([NH:8][C:9]2[N:10]([CH3:20])[C:11](=[O:19])[CH:12]=[CH:13][C:14]=2[C:15]([NH:33][O:32][CH2:31][C@@H:30]([O:29][Si:22]([C:25]([CH3:26])([CH3:28])[CH3:27])([CH3:24])[CH3:23])[CH3:34])=[O:17])=[C:4]([F:21])[CH:3]=1. The catalyst class is: 1. (2) Reactant: [F:1][C:2]([F:18])([F:17])[C:3]([NH:5][C:6]1[CH:11]=[CH:10][CH:9]=[C:8]([CH2:12][CH2:13][C:14](=[O:16])[CH3:15])[CH:7]=1)=[O:4].[OH:19][S:20]([Cl:23])(=O)=[O:21]. Product: [O:16]=[C:14]([CH3:15])[CH2:13][CH2:12][C:8]1[CH:7]=[C:6]([NH:5][C:3](=[O:4])[C:2]([F:17])([F:18])[F:1])[CH:11]=[CH:10][C:9]=1[S:20]([Cl:23])(=[O:21])=[O:19]. The catalyst class is: 2. (3) Reactant: O.[NH2:2][NH2:3].[Br:4][C:5]1[CH:28]=[N:27][C:8]2=[N:9][C:10]([N:14]3[CH2:17][CH:16]([N:18]([CH3:26])[C:19](=[O:25])[O:20][C:21]([CH3:24])([CH3:23])[CH3:22])[CH2:15]3)=[C:11](Cl)[N:12]=[C:7]2[C:6]=1[CH3:29]. Product: [Br:4][C:5]1[CH:28]=[N:27][C:8]2=[N:9][C:10]([N:14]3[CH2:17][CH:16]([N:18]([CH3:26])[C:19](=[O:25])[O:20][C:21]([CH3:24])([CH3:23])[CH3:22])[CH2:15]3)=[C:11]([NH:2][NH2:3])[N:12]=[C:7]2[C:6]=1[CH3:29]. The catalyst class is: 14. (4) Reactant: Br[C:2]1[CH:7]=[N:6][C:5]([CH3:8])=[CH:4][N:3]=1.[CH3:9][CH:10]([O-:12])[CH3:11].[Na+]. Product: [CH:10]([O:12][C:2]1[CH:7]=[N:6][C:5]([CH3:8])=[CH:4][N:3]=1)([CH3:11])[CH3:9]. The catalyst class is: 41. (5) Reactant: C([O:3][C:4](=[O:38])[CH2:5][N:6]([CH2:13][C:14]1[CH:19]=[CH:18][CH:17]=[C:16]([CH2:20][O:21][C:22]2[CH:27]=[CH:26][C:25]([C:28]3[CH:33]=[C:32]([F:34])[C:31]([F:35])=[CH:30][C:29]=3[O:36][CH3:37])=[CH:24][CH:23]=2)[CH:15]=1)[C:7](=[O:12])[C:8]([CH3:11])([CH3:10])[CH3:9])C.[OH-].[Li+].C1COCC1. Product: [F:35][C:31]1[C:32]([F:34])=[CH:33][C:28]([C:25]2[CH:26]=[CH:27][C:22]([O:21][CH2:20][C:16]3[CH:15]=[C:14]([CH:19]=[CH:18][CH:17]=3)[CH2:13][N:6]([CH2:5][C:4]([OH:38])=[O:3])[C:7](=[O:12])[C:8]([CH3:9])([CH3:11])[CH3:10])=[CH:23][CH:24]=2)=[C:29]([O:36][CH3:37])[CH:30]=1. The catalyst class is: 13. (6) Reactant: [N+:1]([C:4]1[CH:9]=[CH:8][C:7]([CH:10]2[CH2:13][N:12]([C:14](=[O:17])[CH2:15][CH3:16])[CH2:11]2)=[CH:6][CH:5]=1)([O-])=O.O.O.Cl[Sn]Cl.NC1C=CC=CC=1.N1C=CC=CC=1.[CH:36]([C:39]1[CH:44]=[CH:43][C:42]([S:45](Cl)(=[O:47])=[O:46])=[CH:41][CH:40]=1)([CH3:38])[CH3:37]. Product: [CH:36]([C:39]1[CH:44]=[CH:43][C:42]([S:45]([NH:1][C:4]2[CH:9]=[CH:8][C:7]([CH:10]3[CH2:13][N:12]([C:14](=[O:17])[CH2:15][CH3:16])[CH2:11]3)=[CH:6][CH:5]=2)(=[O:47])=[O:46])=[CH:41][CH:40]=1)([CH3:38])[CH3:37]. The catalyst class is: 271. (7) Reactant: [CH3:1][C:2]([O:4][C@H:5]1[C:14]2[C@@:15]3([CH3:30])[C@@H:26]([CH2:27][O:28][CH3:29])[O:25][C:23](=[O:24])[C:17]4=[CH:18][O:19][C:20]([C:21](=[O:22])[C:13]=2[C@@H:8]2[CH2:9][CH2:10][C:11](=[O:12])[C@@:7]2([CH3:31])[CH2:6]1)=[C:16]34)=[O:3].B. Product: [CH3:1][C:2]([O:4][C@H:5]1[C:14]2[C@@:15]3([CH3:30])[C@@H:26]([CH2:27][O:28][CH3:29])[O:25][C:23](=[O:24])[C:17]4=[CH:18][O:19][C:20]([C:21](=[O:22])[C:13]=2[C@@H:8]2[CH2:9][CH2:10][C@H:11]([OH:12])[C@@:7]2([CH3:31])[CH2:6]1)=[C:16]34)=[O:3]. The catalyst class is: 7.